Dataset: Catalyst prediction with 721,799 reactions and 888 catalyst types from USPTO. Task: Predict which catalyst facilitates the given reaction. Reactant: [CH:1]1([NH:4][C:5]([NH:7][C:8]2[CH:13]=[CH:12][C:11]([O:14][C:15]3[CH:20]=[CH:19][N:18]=[C:17]4[CH:21]=[C:22]([C:24]5[CH:29]=[CH:28][C:27]([CH2:30][N:31]6[CH2:36][CH2:35][NH:34][CH2:33][CH2:32]6)=[CH:26][N:25]=5)[S:23][C:16]=34)=[C:10]([F:37])[CH:9]=2)=[O:6])[CH2:3][CH2:2]1.C(N(CC)CC)C.Cl[CH2:46][C:47](Cl)=[O:48].[CH3:50][N:51]([CH3:55])[CH2:52][CH2:53][NH2:54]. Product: [CH:1]1([NH:4][C:5]([NH:7][C:8]2[CH:13]=[CH:12][C:11]([O:14][C:15]3[CH:20]=[CH:19][N:18]=[C:17]4[CH:21]=[C:22]([C:24]5[CH:29]=[CH:28][C:27]([CH2:30][N:31]6[CH2:32][CH2:33][N:34]([C:47](=[O:48])[CH2:46][NH:54][CH2:53][CH2:52][N:51]([CH3:55])[CH3:50])[CH2:35][CH2:36]6)=[CH:26][N:25]=5)[S:23][C:16]=34)=[C:10]([F:37])[CH:9]=2)=[O:6])[CH2:3][CH2:2]1. The catalyst class is: 2.